This data is from Forward reaction prediction with 1.9M reactions from USPTO patents (1976-2016). The task is: Predict the product of the given reaction. (1) Given the reactants [CH3:1][CH:2]([CH3:31])[CH2:3][CH:4]([C:22]1[CH:30]=[CH:29][C:25]([C:26]([OH:28])=O)=[CH:24][N:23]=1)[NH:5][C:6]1[CH:11]=[CH:10][C:9]([C:12]2[CH:17]=[CH:16][C:15]([C:18]([F:21])([F:20])[F:19])=[CH:14][CH:13]=2)=[CH:8][CH:7]=1.C(N1C=CN=C1)(N1C=CN=C1)=O.C(N(CC)C(C)C)(C)C.[NH2:53][C:54]1[NH:58][N:57]=[N:56][N:55]=1, predict the reaction product. The product is: [CH3:1][CH:2]([CH3:31])[CH2:3][CH:4]([C:22]1[CH:30]=[CH:29][C:25]([C:26]([NH:53][C:54]2[N:55]=[N:56][NH:57][N:58]=2)=[O:28])=[CH:24][N:23]=1)[NH:5][C:6]1[CH:11]=[CH:10][C:9]([C:12]2[CH:17]=[CH:16][C:15]([C:18]([F:19])([F:21])[F:20])=[CH:14][CH:13]=2)=[CH:8][CH:7]=1. (2) Given the reactants [F:1][C:2]1[CH:7]=[CH:6][C:5]([N:8]2[C:16]3[CH:15]=[C:14]4[CH2:17][CH2:18][C@H:19]5[C:24]([C@@:13]4([CH3:32])[CH2:12][C:11]=3[CH:10]=[N:9]2)=[CH:23][CH2:22][C@@H:21]([C:25]([F:28])([F:27])[F:26])[C@@H:20]5[C:29]([OH:31])=O)=[CH:4][CH:3]=1.C(Cl)(=O)C(Cl)=O.[C:39](=[N:47]O)([NH2:46])[C:40]1[CH:45]=[CH:44][CH:43]=[CH:42][CH:41]=1.[N+](CCCC)(CCCC)(CCCC)CCCC.[F-], predict the reaction product. The product is: [F:1][C:2]1[CH:7]=[CH:6][C:5]([N:8]2[C:16]3[CH:15]=[C:14]4[CH2:17][CH2:18][C@H:19]5[C:24]([C@@:13]4([CH3:32])[CH2:12][C:11]=3[CH:10]=[N:9]2)=[CH:23][CH2:22][C@@H:21]([C:25]([F:27])([F:28])[F:26])[C@@H:20]5[C:29]2[O:31][N:47]=[C:39]([C:40]3[CH:45]=[CH:44][CH:43]=[CH:42][CH:41]=3)[N:46]=2)=[CH:4][CH:3]=1. (3) The product is: [CH3:1][CH:2]1[C:7]2=[N:8][C:9]([C:18]3[CH:19]=[CH:20][CH:21]=[CH:22][CH:23]=3)=[C:10]([C:12]3[CH:17]=[CH:16][CH:15]=[CH:14][CH:13]=3)[N:11]=[C:6]2[CH2:5][CH2:4][N:3]1[CH2:24][CH2:25][CH2:26][CH2:27][CH2:28][CH2:29][C:30]([OH:32])=[O:31]. Given the reactants [CH3:1][CH:2]1[C:7]2=[N:8][C:9]([C:18]3[CH:23]=[CH:22][CH:21]=[CH:20][CH:19]=3)=[C:10]([C:12]3[CH:17]=[CH:16][CH:15]=[CH:14][CH:13]=3)[N:11]=[C:6]2[CH2:5][CH2:4][N:3]1[CH2:24][CH2:25][CH2:26][CH2:27][CH2:28][CH2:29][C:30]([O:32]CC)=[O:31].[Li+].[OH-].O, predict the reaction product. (4) Given the reactants [Cl:1][C:2]1[CH:7]=[CH:6][C:5]([C:8]2[CH:13]=[CH:12][CH:11]=[CH:10][C:9]=2[OH:14])=[CH:4][C:3]=1[C:15]([NH:17][CH2:18][C:19]12[CH2:28][CH:23]3[CH2:24][CH:25]([CH2:27][CH:21]([CH2:22]3)[CH2:20]1)[CH2:26]2)=[O:16].Cl[C@@H:30]([CH3:35])[C:31]([O:33][CH3:34])=[O:32].C(=O)([O-])[O-].[K+].[K+], predict the reaction product. The product is: [Cl:1][C:2]1[CH:7]=[CH:6][C:5]([C:8]2[CH:13]=[CH:12][CH:11]=[CH:10][C:9]=2[O:14][C@H:30]([CH3:35])[C:31]([O:33][CH3:34])=[O:32])=[CH:4][C:3]=1[C:15]([NH:17][CH2:18][C:19]12[CH2:28][CH:23]3[CH2:24][CH:25]([CH2:27][CH:21]([CH2:22]3)[CH2:20]1)[CH2:26]2)=[O:16]. (5) Given the reactants Cl[C:2]1[N:7]=[C:6]([NH:8][C@@H:9]2[CH2:14][CH2:13][CH2:12][CH2:11][C@@H:10]2[NH:15][C:16](=[O:22])[O:17][C:18]([CH3:21])([CH3:20])[CH3:19])[C:5]([F:23])=[CH:4][C:3]=1[C:24]#[N:25].[NH2:26][C:27]1[CH:28]=[N:29][CH:30]=[CH:31][CH:32]=1.C(=O)([O-])[O-:34].[Cs+].[Cs+], predict the reaction product. The product is: [NH2:15][C@H:10]1[CH2:11][CH2:12][CH2:13][CH2:14][C@H:9]1[NH:8][C:6]1[C:5]([F:23])=[CH:4][C:3]([C:24]([NH2:25])=[O:34])=[C:2]([NH:26][C:27]2[CH:28]=[N:29][CH:30]=[CH:31][CH:32]=2)[N:7]=1.[C:24]([C:3]1[CH:4]=[C:5]([F:23])[C:6]([NH:8][C@@H:9]2[CH2:14][CH2:13][CH2:12][CH2:11][C@@H:10]2[NH:15][C:16](=[O:22])[O:17][C:18]([CH3:21])([CH3:20])[CH3:19])=[N:7][C:2]=1[NH:26][C:27]1[CH:28]=[N:29][CH:30]=[CH:31][CH:32]=1)#[N:25]. (6) Given the reactants [C:1]([C:4]1[N:5]=[C:6]2[N:16]([CH:17]=1)[CH2:15][CH2:14][O:13][C:12]1[C:7]2=[CH:8][C:9]([C:19]#[C:20][C:21]([OH:27])([CH3:26])[C:22](OC)=[O:23])=[C:10]([F:18])[CH:11]=1)(=[O:3])[NH2:2].[CH3:28][NH2:29], predict the reaction product. The product is: [F:18][C:10]1[C:9]([C:19]#[C:20][C:21]([OH:27])([C:22](=[O:23])[NH:29][CH3:28])[CH3:26])=[CH:8][C:7]2[C:6]3[N:16]([CH2:15][CH2:14][O:13][C:12]=2[CH:11]=1)[CH:17]=[C:4]([C:1]([NH2:2])=[O:3])[N:5]=3. (7) Given the reactants C(N(CC)CC)C.[NH2:8][C:9]1[C:14]([CH:15]=[O:16])=[CH:13][CH:12]=[CH:11][N:10]=1.[C:17](Cl)(=[O:22])[C:18]([CH3:21])([CH3:20])[CH3:19], predict the reaction product. The product is: [CH:15]([C:14]1[C:9]([NH:8][C:17](=[O:22])[C:18]([CH3:21])([CH3:20])[CH3:19])=[N:10][CH:11]=[CH:12][CH:13]=1)=[O:16]. (8) Given the reactants C(Cl)(=O)C(Cl)=O.[F:7][C:8]1[CH:9]=[CH:10][C:11]([C:17]([F:20])([F:19])[F:18])=[C:12]([CH:16]=1)[C:13]([OH:15])=O.[CH3:21][O:22][C:23]([CH:25]1[CH2:30][N:29]([C:31](=[O:47])[CH2:32][NH:33][C:34]([C:36]2[CH:40]=[C:39]([C:41]3[CH:46]=[CH:45][CH:44]=[CH:43][CH:42]=3)[NH:38][N:37]=2)=[O:35])[CH2:28][CH2:27][NH:26]1)=[O:24].CCN(C(C)C)C(C)C, predict the reaction product. The product is: [CH3:21][O:22][C:23]([CH:25]1[CH2:30][N:29]([C:31](=[O:47])[CH2:32][NH:33][C:34]([C:36]2[CH:40]=[C:39]([C:41]3[CH:46]=[CH:45][CH:44]=[CH:43][CH:42]=3)[NH:38][N:37]=2)=[O:35])[CH2:28][CH2:27][N:26]1[C:13](=[O:15])[C:12]1[CH:16]=[C:8]([F:7])[CH:9]=[CH:10][C:11]=1[C:17]([F:20])([F:19])[F:18])=[O:24]. (9) Given the reactants [Br:1][C:2]1[CH:7]=[C:6]([CH3:8])[CH:5]=[CH:4][C:3]=1[Cl:9].[N+:10]([O-])([OH:12])=[O:11], predict the reaction product. The product is: [Br:1][C:2]1[CH:7]=[C:6]([CH3:8])[C:5]([N+:10]([O-:12])=[O:11])=[CH:4][C:3]=1[Cl:9]. (10) Given the reactants C[Al](C)C.[Cl:5][C:6]1[N:7]=[C:8]([C:13]([NH:15][C@H:16]2[CH2:21][CH2:20][N:19]([C:22]3[S:23][C:24]([C:30]([O:32]CC)=O)=[C:25]([CH2:27][NH:28][CH3:29])[N:26]=3)[CH2:18][C@H:17]2[O:35][CH2:36][CH3:37])=[O:14])[NH:9][C:10]=1[CH2:11][CH3:12].Cl, predict the reaction product. The product is: [Cl:5][C:6]1[N:7]=[C:8]([C:13]([NH:15][C@H:16]2[CH2:21][CH2:20][N:19]([C:22]3[S:23][C:24]4[C:30](=[O:32])[N:28]([CH3:29])[CH2:27][C:25]=4[N:26]=3)[CH2:18][C@H:17]2[O:35][CH2:36][CH3:37])=[O:14])[NH:9][C:10]=1[CH2:11][CH3:12].